Task: Predict the reactants needed to synthesize the given product.. Dataset: Full USPTO retrosynthesis dataset with 1.9M reactions from patents (1976-2016) (1) Given the product [C:3]([C:7]1[CH:8]=[C:9]([C:25](=[O:27])[CH3:26])[CH:10]=[C:11]([N:15]2[CH2:19][C@@H:18]([O:20][CH2:21][O:22][CH3:23])[C@H:17]([O:24][CH3:28])[CH2:16]2)[C:12]=1[O:13][CH3:14])([CH3:6])([CH3:4])[CH3:5], predict the reactants needed to synthesize it. The reactants are: CI.[C:3]([C:7]1[CH:8]=[C:9]([C:25](=[O:27])[CH3:26])[CH:10]=[C:11]([N:15]2[CH2:19][C@@H:18]([O:20][CH2:21][O:22][CH3:23])[C@H:17]([OH:24])[CH2:16]2)[C:12]=1[O:13][CH3:14])([CH3:6])([CH3:5])[CH3:4].[C:28]1(C)C=CC=CC=1.C(OCC)(=O)C. (2) The reactants are: [CH2:1]([CH2:3][NH2:4])[OH:2].[CH2:5]([N:12]1[C:20]2[C:15](=[CH:16][CH:17]=[CH:18][CH:19]=2)[C:14]([C:21]2[O:22][C:23]([C:26](Cl)=[O:27])=[CH:24][CH:25]=2)=[N:13]1)[C:6]1[CH:11]=[CH:10][CH:9]=[CH:8][CH:7]=1. Given the product [CH2:5]([N:12]1[C:20]2[C:15](=[CH:16][CH:17]=[CH:18][CH:19]=2)[C:14]([C:21]2[O:22][C:23]([C:26](=[O:27])[NH:4][CH2:3][CH2:1][OH:2])=[CH:24][CH:25]=2)=[N:13]1)[C:6]1[CH:11]=[CH:10][CH:9]=[CH:8][CH:7]=1, predict the reactants needed to synthesize it. (3) Given the product [NH2:1][C:2]1[CH:3]=[C:4]([C:5]([N:15]2[C@@H:16]3[C@@H:21]([C:20]4[CH:22]=[CH:23][CH:24]=[CH:25][C:19]=4[CH2:18][CH2:17]3)[CH2:12][CH2:13][CH2:14]2)=[O:7])[CH:8]=[CH:9][C:10]=1[Cl:11], predict the reactants needed to synthesize it. The reactants are: [NH2:1][C:2]1[CH:3]=[C:4]([CH:8]=[CH:9][C:10]=1[Cl:11])[C:5]([OH:7])=O.[CH2:12]1[C@H:21]2[C@H:16]([CH2:17][CH2:18][C:19]3[CH:25]=[CH:24][CH:23]=[CH:22][C:20]=32)[NH:15][CH2:14][CH2:13]1.F[P-](F)(F)(F)(F)F.N1(OC(N(C)C)=[N+](C)C)C2N=CC=CC=2N=N1. (4) Given the product [C:1]([O:5][C:6]([N:8]1[CH:16]2[CH:11]([CH2:12][CH2:13][CH2:14][CH2:15]2)[CH2:10][C@H:9]1[CH2:17][O:18][C@@H:19]1[CH2:28][CH2:27][C@H:22]([C:23]([O:25][CH3:26])=[O:24])[CH2:21][CH2:20]1)=[O:7])([CH3:4])([CH3:3])[CH3:2], predict the reactants needed to synthesize it. The reactants are: [C:1]([O:5][C:6]([N:8]1[CH:16]2[CH:11]([CH2:12][CH2:13][CH2:14][CH2:15]2)[CH2:10][C@H:9]1[CH2:17][O:18][C:19]1[CH:28]=[CH:27][C:22]([C:23]([O:25][CH3:26])=[O:24])=[CH:21][CH:20]=1)=[O:7])([CH3:4])([CH3:3])[CH3:2]. (5) Given the product [NH2:30][C@H:29]([C:28]([OH:36])=[O:27])[CH3:31].[C:1]([OH:26])(=[O:25])[CH2:2][CH2:3][C@H:4]([C@@H:6]1[C@:23]2([CH3:24])[C@H:9]([C@H:10]3[C@H:20]([CH2:21][CH2:22]2)[C@:18]2([CH3:19])[CH:13]([CH2:14][CH2:15][CH2:16][CH2:17]2)[CH2:12][CH2:11]3)[CH2:8][CH2:7]1)[CH3:5], predict the reactants needed to synthesize it. The reactants are: [C:1]([OH:26])(=[O:25])[CH2:2][CH2:3][C@H:4]([C@@H:6]1[C@:23]2([CH3:24])[C@H:9]([C@H:10]3[C@H:20]([CH2:21][CH2:22]2)[C@:18]2([CH3:19])[CH:13]([CH2:14][CH2:15][CH2:16][CH2:17]2)[CH2:12][CH2:11]3)[CH2:8][CH2:7]1)[CH3:5].[OH:27][CH:28]1[O:36][C@H](CO)[C@@H](O)[C@H:31](O)[C@H:29]1[NH2:30].